The task is: Predict the product of the given reaction.. This data is from Forward reaction prediction with 1.9M reactions from USPTO patents (1976-2016). Given the reactants [Cl:1][C:2]1[N:6]([CH3:7])[N:5]=[C:4]([CH:8]([F:10])[F:9])[C:3]=1[C:11]([OH:13])=O.S(Cl)([Cl:16])=O, predict the reaction product. The product is: [Cl:1][C:2]1[N:6]([CH3:7])[N:5]=[C:4]([CH:8]([F:10])[F:9])[C:3]=1[C:11]([Cl:16])=[O:13].